From a dataset of Forward reaction prediction with 1.9M reactions from USPTO patents (1976-2016). Predict the product of the given reaction. (1) Given the reactants [CH:1]1([C:7]([C:9]2S[C:12]3=[N:13][CH:14]=[CH:15][CH:16]=[C:11]3[C:10]=2[CH3:18])=O)[CH2:6][CH2:5][CH2:4][CH2:3][CH2:2]1.[NH2:19][C:20]1[CH:29]=[CH:28][C:23]([C:24]([O:26][CH3:27])=[O:25])=[CH:22][CH:21]=1.C(=O)([O-])[OH:31].[Na+].C([BH3-])#N.[Na+], predict the reaction product. The product is: [CH:1]1([CH:7]([NH:19][C:20]2[CH:21]=[CH:22][C:23]([C:24]([O:26][CH3:27])=[O:25])=[CH:28][CH:29]=2)[C:9]2[O:31][C:12]3=[N:13][CH:14]=[CH:15][CH:16]=[C:11]3[C:10]=2[CH3:18])[CH2:6][CH2:5][CH2:4][CH2:3][CH2:2]1. (2) Given the reactants Cl[C:2]1[N:7]=[C:6](Cl)[N:5]=[C:4]([CH3:9])[N:3]=1.[CH3:10][NH2:11].[OH-].[Na+].[NH:14]1[CH2:19][CH2:18][CH:17]([C:20]([OH:22])=[O:21])[CH2:16][CH2:15]1, predict the reaction product. The product is: [CH3:9][C:4]1[N:5]=[C:6]([NH:11][CH3:10])[N:7]=[C:2]([N:14]2[CH2:19][CH2:18][CH:17]([C:20]([OH:22])=[O:21])[CH2:16][CH2:15]2)[N:3]=1.